From a dataset of NCI-60 drug combinations with 297,098 pairs across 59 cell lines. Regression. Given two drug SMILES strings and cell line genomic features, predict the synergy score measuring deviation from expected non-interaction effect. (1) Drug 1: C1=CC(=CC=C1CCC2=CNC3=C2C(=O)NC(=N3)N)C(=O)NC(CCC(=O)O)C(=O)O. Drug 2: CCC1(CC2CC(C3=C(CCN(C2)C1)C4=CC=CC=C4N3)(C5=C(C=C6C(=C5)C78CCN9C7C(C=CC9)(C(C(C8N6C=O)(C(=O)OC)O)OC(=O)C)CC)OC)C(=O)OC)O.OS(=O)(=O)O. Cell line: PC-3. Synergy scores: CSS=47.0, Synergy_ZIP=-1.29, Synergy_Bliss=-1.89, Synergy_Loewe=-4.78, Synergy_HSA=-0.00424. (2) Drug 1: COC1=CC(=CC(=C1O)OC)C2C3C(COC3=O)C(C4=CC5=C(C=C24)OCO5)OC6C(C(C7C(O6)COC(O7)C8=CC=CS8)O)O. Drug 2: CC1=C(C(=CC=C1)Cl)NC(=O)C2=CN=C(S2)NC3=CC(=NC(=N3)C)N4CCN(CC4)CCO. Cell line: HCT-15. Synergy scores: CSS=36.0, Synergy_ZIP=-3.01, Synergy_Bliss=3.60, Synergy_Loewe=1.04, Synergy_HSA=4.56. (3) Drug 1: CC1C(C(CC(O1)OC2CC(CC3=C2C(=C4C(=C3O)C(=O)C5=C(C4=O)C(=CC=C5)OC)O)(C(=O)CO)O)N)O.Cl. Drug 2: CC1C(C(CC(O1)OC2CC(CC3=C2C(=C4C(=C3O)C(=O)C5=C(C4=O)C(=CC=C5)OC)O)(C(=O)C)O)N)O.Cl. Cell line: CAKI-1. Synergy scores: CSS=62.3, Synergy_ZIP=0.446, Synergy_Bliss=2.03, Synergy_Loewe=-4.34, Synergy_HSA=3.21.